The task is: Predict the product of the given reaction.. This data is from Forward reaction prediction with 1.9M reactions from USPTO patents (1976-2016). (1) Given the reactants F[C:2]1[CH:7]=[CH:6][C:5]([N+:8]([O-:10])=[O:9])=[CH:4][C:3]=1[CH3:11].C(N(CC)CC)C.[NH2:19][CH2:20][CH2:21][C:22]1[CH:27]=[CH:26][CH:25]=[CH:24][N:23]=1.O, predict the reaction product. The product is: [CH3:11][C:3]1[CH:4]=[C:5]([N+:8]([O-:10])=[O:9])[CH:6]=[CH:7][C:2]=1[NH:19][CH2:20][CH2:21][C:22]1[CH:27]=[CH:26][CH:25]=[CH:24][N:23]=1. (2) Given the reactants Cl[C:2]1[CH:7]=[CH:6][NH:5][C:4](=[O:8])[C:3]=1[C:9]1[NH:23][C:12]2=[CH:13][C:14]3[C:15](=[O:22])[N:16]([CH3:21])[C:17](=[O:20])[C:18]=3[CH:19]=[C:11]2[N:10]=1.[F:24][C:25]1[CH:30]=[CH:29][C:28]([F:31])=[CH:27][C:26]=1[CH2:32][CH:33]([NH2:35])[CH3:34].C(N(CC)C(C)C)(C)C, predict the reaction product. The product is: [F:24][C:25]1[CH:30]=[CH:29][C:28]([F:31])=[CH:27][C:26]=1[CH2:32][CH:33]([NH:35][C:2]1[CH:7]=[CH:6][NH:5][C:4](=[O:8])[C:3]=1[C:9]1[NH:23][C:12]2=[CH:13][C:14]3[C:15](=[O:22])[N:16]([CH3:21])[C:17](=[O:20])[C:18]=3[CH:19]=[C:11]2[N:10]=1)[CH3:34].